From a dataset of Drug-target binding data from BindingDB using IC50 measurements. Regression. Given a target protein amino acid sequence and a drug SMILES string, predict the binding affinity score between them. We predict pIC50 (pIC50 = -log10(IC50 in M); higher means more potent). Dataset: bindingdb_ic50. (1) The drug is N#Cc1nc(/C=C/c2ccccc2)oc1NCCCN1CCOCC1. The target protein (O96935) has sequence MKLTKGCAYKYIIFTVLILANILYDNKKRCMIKKNLRISSCGIISRLLKSNSNYNSFNKNYNFTSAISELQFSNFWNLDILQKDIFSNIHNNKNKPQSYIIHKRLMSEKGDNNNNNHQNNNGNDNKKRLGSVVNNEENTCSDKRMKPFEEGHGITQVDKMNNNSDHLQQNGVMNLNSNNVENNNNNNSVVVKKNEPKIHYRKDYKPSGFIINNVTLNINIHDNETIVRSVLDMDISKHNVGEDLVFDGVGLKINEISINNKKLVEGEEYTYDNEFLTIFSKFVPKSKFAFSSEVIIHPETNYALTGLYKSKNIIVSQCEATGFRRITFFIDRPDMMAKYDVTVTADKEKYPVLLSNGDKVNEFEIPGGRHGARFNDPHLKPCYLFAVVAGDLKHLSATYITKYTKKKVELYVFSEEKYVSKLQWALECLKKSMAFDEDYFGLEYDLSRLNLVAVSDFNVGAMENKGLNIFNANSLLASKKNSIDFSYARILTVVGHEYFH.... The pIC50 is 4.4. (2) The small molecule is CCOC(=O)Cc1csc(NC(=O)[C@H](C)N)n1. The target protein (Q67344) has sequence MQIAILVTTVTLHFNQYECDSLADNQVMPCEPIIIERNITEIIYLTNTTIEKEICPKLMEYRNWSRPQCKITGFAPFSKDNSIRLSAGGDIWVTREPYVSCDPGKCYQFALGQGTTLDNKHSNDTIHDRIPHRTLLMNELGVPFHLGTRQVCIAWSSSSCHDGKAWLHVCVTGDDKNATASFIYDGRLVDSMGSWSQNILRTQESECVCINGTCTVVMTDGSASGRADTRILFIEEGKIVHISPLSGSAQHVEECSCYPRYPSVRCICRDNWKGSNRPIVDINIKDYSIDSRYVCSGLVGDTPRNNDRSSSSDCKNPNNDKGNHGVKGWAFDDGNDVWMGRTISKDSRSGYETFKVIDGWSTPNSKSQINRQVIVDRDNRSGYSGIFSVESKGCINRCFYVELIRGRKQETRVWWTSSSIVVFCGTSGTYGKGSWPDGANINFMPI. The pIC50 is 4.6. (3) The target protein sequence is MAGIAAKLAKDREAAEGLGSHERAVKYLNQDYAALRDECLEAGALFQDPSFPALPSSLGFKELGPYSSKTRGIEWKRPTEICDDPQFITGGATRTDICQGALGDCWLLAAIASLTLNEEILARVVPLDQSFQENYAGIFHFQFWQYGEWVEVVVDDRLPTKDGELLFVHSAEGSEFWSALLEKAYAKINGCYEALSGGATTEGFEDFTGGIAEWYELRKAPPNLFRIIQKALQKGSLLGCSIDITSAADSEAITFQKLVKGHAYSVTGAEEVESRGSLQKLIRIRNPWGEVEWTGQWNDNCPNWNTVDPEVRESLTRRHEDGEFWMSFSDFLRHYSRLEICNLTPDTLTSDTYKKWKLTKMDGNWRRGSTAGGCRNYPNTFWMNPQYLIKLEEEDEDQEDGESGCTFLVGLIQKHRRRQRKMGEDMHTIGFGIYEVPEEFTGQTNIHLSKKFFLTTRARERSDTFINLREVLNRFKLPPGEYIVVPSTFEPNKDGDFCIR.... The small molecule is COC(=O)c1ccc(C(=O)N[C@H](C(=O)N[C@H](C=O)CC(C)C)C(C)C)[nH]1. The pIC50 is 6.8.